Predict the product of the given reaction. From a dataset of Forward reaction prediction with 1.9M reactions from USPTO patents (1976-2016). (1) Given the reactants [F:1][C:2]1[C:9]([F:10])=[CH:8][CH:7]=[C:6]([O:11][CH3:12])[C:3]=1[CH:4]=[O:5].[OH:13]O.Cl, predict the reaction product. The product is: [F:1][C:2]1[C:9]([F:10])=[CH:8][CH:7]=[C:6]([O:11][CH3:12])[C:3]=1[C:4]([OH:13])=[O:5]. (2) Given the reactants [Cl:1][C:2]1[CH:10]=[CH:9][C:5]([C:6]([OH:8])=O)=[CH:4][N:3]=1.[CH2:11]([N:13]([CH2:17][CH3:18])[CH2:14][CH2:15][NH2:16])[CH3:12].ON1C2C=CC=CC=2N=N1.Cl.CN(C)CCCN=C=NCC.C(N(C(C)C)CC)(C)C, predict the reaction product. The product is: [Cl:1][C:2]1[CH:10]=[CH:9][C:5]([C:6]([NH:16][CH2:15][CH2:14][N:13]([CH2:17][CH3:18])[CH2:11][CH3:12])=[O:8])=[CH:4][N:3]=1.